The task is: Predict the reaction yield, written as a fraction of the theoretical maximum amount of product (1.0 means a 100% yield; for example, 0.34 means a 34% yield).. This data is from Reaction yield outcomes from USPTO patents with 853,638 reactions. The reactants are [C:1]([C:5]1[CH:9]=[C:8]([NH:10][C:11]([NH:13][C@@H:14]2[C:23]3[C:18](=[CH:19][CH:20]=[CH:21][CH:22]=3)[C@H:17]([O:24][C:25]3[CH:26]=[CH:27][C:28]4[N:29]([C:31]([C@@H:34]5[CH2:38][CH2:37][CH2:36][N:35]5[CH3:39])=[N:32][N:33]=4)[CH:30]=3)[CH2:16][CH2:15]2)=[O:12])[N:7]([C:40]2[CH:41]=[C:42]([CH:49]=[CH:50][CH:51]=2)[CH2:43][O:44]S(C)(=O)=O)[N:6]=1)([CH3:4])([CH3:3])[CH3:2].[CH3:52][N:53]1[CH2:58][CH2:57][NH:56][CH2:55][CH2:54]1.[CH2:59]1C[O:62]CC1. The catalyst is C(Cl)Cl. The product is [CH:43]([OH:44])=[O:62].[C:1]([C:5]1[CH:9]=[C:8]([NH:10][C:11]([NH:13][C@@H:14]2[C:23]3[C:18](=[CH:19][CH:20]=[CH:21][CH:22]=3)[C@H:17]([O:24][C:25]3[CH:26]=[CH:27][C:28]4[N:29]([C:31]([C@@H:34]5[CH2:38][CH2:37][CH2:36][N:35]5[CH3:39])=[N:32][N:33]=4)[CH:30]=3)[CH2:16][CH2:15]2)=[O:12])[N:7]([C:40]2[CH:41]=[CH:42][CH:49]=[C:50]([CH2:52][N:53]3[CH2:58][CH2:57][N:56]([CH3:59])[CH2:55][CH2:54]3)[CH:51]=2)[N:6]=1)([CH3:2])([CH3:3])[CH3:4]. The yield is 0.270.